This data is from Forward reaction prediction with 1.9M reactions from USPTO patents (1976-2016). The task is: Predict the product of the given reaction. (1) The product is: [Br:1][C:2]1[CH:3]=[C:4](/[C:8](/[F:9])=[CH:26]/[C:28]2[CH:37]=[CH:36][C:31]([C:32]([O:34][CH3:35])=[O:33])=[CH:30][CH:29]=2)[CH:5]=[CH:6][CH:7]=1. Given the reactants [Br:1][C:2]1[CH:3]=[C:4]([CH:8](P(=O)(OCC)OCC)[F:9])[CH:5]=[CH:6][CH:7]=1.[Li+].CC([N-]C(C)C)C.[CH:26]([C:28]1[CH:37]=[CH:36][C:31]([C:32]([O:34][CH3:35])=[O:33])=[CH:30][CH:29]=1)=O.O, predict the reaction product. (2) Given the reactants [CH3:1][O:2][C:3](=[O:18])[C:4]1[CH:9]=[C:8](F)[C:7]([C:11]([F:14])([F:13])[F:12])=[CH:6][C:5]=1[N+:15]([O-:17])=[O:16].[CH3:19][O:20][C:21]([C:23]1[N:24]=[CH:25][NH:26][CH:27]=1)=[O:22], predict the reaction product. The product is: [CH3:19][O:20][C:21]([C:23]1[N:24]=[CH:25][N:26]([C:8]2[CH:9]=[C:4]([C:3]([O:2][CH3:1])=[O:18])[C:5]([N+:15]([O-:17])=[O:16])=[CH:6][C:7]=2[C:11]([F:14])([F:13])[F:12])[CH:27]=1)=[O:22]. (3) Given the reactants [CH2:1]([O:4][C:5](=[O:16])[C:6]([C:9]1[CH:14]=[CH:13][CH:12]=[C:11]([Br:15])[CH:10]=1)=[N+]=[N-])[CH:2]=[CH2:3], predict the reaction product. The product is: [Br:15][C:11]1[CH:10]=[C:9]([C:6]23[CH2:3][CH:2]2[CH2:1][O:4][C:5]3=[O:16])[CH:14]=[CH:13][CH:12]=1. (4) Given the reactants [NH:1]1[C:5]([C:6]2[N:7]=[CH:8][S:9][CH:10]=2)=[CH:4][N:3]=[CH:2]1.[H-].[Na+].Br[CH2:14][C:15]#[N:16], predict the reaction product. The product is: [S:9]1[CH:10]=[C:6]([C:5]2[N:1]=[CH:2][N:3]([CH2:14][C:15]#[N:16])[CH:4]=2)[N:7]=[CH:8]1. (5) Given the reactants Cl[C:2]1[CH:7]=[C:6]([C:8]2[S:9][CH:10]=[C:11]([C:13]3[C:18](=[O:19])[NH:17][C:16]([CH3:20])=[C:15]([C:21]([O:23][CH2:24][CH3:25])=[O:22])[CH:14]=3)[N:12]=2)[CH:5]=[CH:4][N:3]=1.[CH:26]([NH:29][CH2:30][CH2:31][NH2:32])([CH3:28])[CH3:27], predict the reaction product. The product is: [CH3:20][C:16]1[NH:17][C:18](=[O:19])[C:13]([C:11]2[N:12]=[C:8]([C:6]3[CH:5]=[CH:4][N:3]=[C:2]([NH:32][CH2:31][CH2:30][NH:29][CH:26]([CH3:28])[CH3:27])[CH:7]=3)[S:9][CH:10]=2)=[CH:14][C:15]=1[C:21]([O:23][CH2:24][CH3:25])=[O:22]. (6) The product is: [NH2:18][CH:6]1[CH2:5][CH2:4][CH:3]([C:9]([O:11][CH2:12][CH3:13])=[O:10])[CH:2]([CH3:1])[CH2:7]1. Given the reactants [CH3:1][C:2]1[CH:3]([C:9]([O:11][CH2:12][CH3:13])=[O:10])[CH2:4][CH2:5][C:6](=O)[CH:7]=1.O.C([O-])=O.[NH4+:18], predict the reaction product.